From a dataset of Serine/threonine kinase 33 screen with 319,792 compounds. Binary Classification. Given a drug SMILES string, predict its activity (active/inactive) in a high-throughput screening assay against a specified biological target. (1) The molecule is O1CCN(CCNC(=O)CCC2CCCCC2)CC1. The result is 0 (inactive). (2) The molecule is S=C(N\N=C\c1ccc([N+]([O-])=O)cc1)N. The result is 0 (inactive).